From a dataset of Peptide-MHC class I binding affinity with 185,985 pairs from IEDB/IMGT. Regression. Given a peptide amino acid sequence and an MHC pseudo amino acid sequence, predict their binding affinity value. This is MHC class I binding data. (1) The peptide sequence is TTPESANL. The MHC is Mamu-A02 with pseudo-sequence Mamu-A02. The binding affinity (normalized) is 0. (2) The peptide sequence is TPYDINQML. The MHC is HLA-A02:01 with pseudo-sequence HLA-A02:01. The binding affinity (normalized) is 0.0520. (3) The peptide sequence is HTAAPWGSY. The MHC is HLA-A68:02 with pseudo-sequence HLA-A68:02. The binding affinity (normalized) is 0.655. (4) The peptide sequence is YSRPWNWTF. The MHC is HLA-B07:02 with pseudo-sequence HLA-B07:02. The binding affinity (normalized) is 0.272. (5) The peptide sequence is HQTMQLNGQI. The MHC is H-2-Kb with pseudo-sequence H-2-Kb. The binding affinity (normalized) is 0. (6) The peptide sequence is ASGQRCHFIK. The MHC is HLA-A11:01 with pseudo-sequence HLA-A11:01. The binding affinity (normalized) is 0.766. (7) The peptide sequence is GYAWIDFDI. The MHC is HLA-B15:09 with pseudo-sequence HLA-B15:09. The binding affinity (normalized) is 0.0847. (8) The peptide sequence is FPMAQVHQGL. The MHC is HLA-B53:01 with pseudo-sequence HLA-B53:01. The binding affinity (normalized) is 0.589. (9) The peptide sequence is ADMGCVINW. The binding affinity (normalized) is 0.565. The MHC is HLA-B44:03 with pseudo-sequence HLA-B44:03.